Dataset: Reaction yield outcomes from USPTO patents with 853,638 reactions. Task: Predict the reaction yield, written as a fraction of the theoretical maximum amount of product (1.0 means a 100% yield; for example, 0.34 means a 34% yield). (1) The reactants are [N:1]#[C:2]Br.[CH3:4][N:5]1[C:9]([CH2:10][N:11]2[CH2:15][CH:14]([CH2:16][CH2:17][CH3:18])[CH2:13][C:12]2=[O:19])=[CH:8][N:7]=[CH:6]1. The catalyst is CN(C1C=CN=CC=1)C.CN(C=O)C. The product is [CH3:4][N:5]1[C:9]([CH2:10][N:11]2[CH2:15][CH:14]([CH2:16][CH2:17][CH3:18])[CH2:13][C:12]2=[O:19])=[CH:8][N:7]=[C:6]1[C:2]#[N:1]. The yield is 0.330. (2) The reactants are [CH3:1][C@:2]12[CH2:19][CH2:18][C@H:17]3[C@@H:7]([C@@H:8]([OH:21])[CH:9]=[C:10]4[C@:15]3([CH3:16])[CH2:14][CH2:13][C@H:12]([OH:20])[CH2:11]4)[C@@H:6]1[CH2:5][CH2:4][C:3]2=[O:22].[CH3:23][Si:24](N[Si:24]([CH3:26])([CH3:25])[CH3:23])([CH3:26])[CH3:25]. The catalyst is S1(C2C(=CC=CC=2)C(=O)N1)(=O)=O.C(#N)C. The product is [CH3:23][Si:24]([CH3:26])([CH3:25])[O:20][C@H:12]1[CH2:13][CH2:14][C@@:15]2([CH3:16])[C:10](=[CH:9][C@H:8]([O:21][Si:24]([CH3:26])([CH3:25])[CH3:23])[C@@H:7]3[C@@H:17]2[CH2:18][CH2:19][C@@:2]2([CH3:1])[C@H:6]3[CH2:5][CH2:4][C:3]2=[O:22])[CH2:11]1. The yield is 0.810. (3) The reactants are [C:1]([C:3]1[CH:8]=[CH:7][CH:6]=[CH:5][C:4]=1[C:9]1[CH:14]=[CH:13][C:12]([CH2:15][C:16]2[C:17](=[O:54])[N:18]([C@H:28]3[CH2:33][CH2:32][C@H:31]([O:34][CH:35]([CH2:41][CH2:42]OS(C4C=CC(C)=CC=4)(=O)=O)[C:36]([O:38][CH2:39][CH3:40])=[O:37])[CH2:30][CH2:29]3)[C:19]3[N:20]([N:25]=[CH:26][N:27]=3)[C:21]=2[CH2:22][CH2:23][CH3:24])=[CH:11][CH:10]=1)#[N:2].CC(C)([O-])C.[K+].Cl. The catalyst is O1CCCC1. The product is [C:1]([C:3]1[CH:8]=[CH:7][CH:6]=[CH:5][C:4]=1[C:9]1[CH:10]=[CH:11][C:12]([CH2:15][C:16]2[C:17](=[O:54])[N:18]([C@H:28]3[CH2:33][CH2:32][C@H:31]([O:34][C:35]4([C:36]([O:38][CH2:39][CH3:40])=[O:37])[CH2:42][CH2:41]4)[CH2:30][CH2:29]3)[C:19]3[N:20]([N:25]=[CH:26][N:27]=3)[C:21]=2[CH2:22][CH2:23][CH3:24])=[CH:13][CH:14]=1)#[N:2]. The yield is 0.550. (4) The reactants are [Br:1][C:2]1[CH:7]=[CH:6][C:5]([CH:8]([NH:15][CH3:16])[CH2:9][N:10]2[CH2:14][CH2:13][CH2:12][CH2:11]2)=[CH:4][CH:3]=1.[Cl:17][C:18]1[CH:19]=[C:20]2[C:25](=[CH:26][C:27]=1[Cl:28])[N:24]([CH2:29][C:30]([OH:32])=O)[C:23](=[O:33])[CH2:22]C2.CN([P+]([O:44]N1N=NC2C=CC=CC1=2)(N(C)C)N(C)C)C.F[P-](F)(F)(F)(F)F.C(N(CC)CC)C. The catalyst is CN(C=O)C. The product is [Br:1][C:2]1[CH:7]=[CH:6][C:5]([CH:8]([N:15]([CH3:16])[C:30](=[O:32])[CH2:29][N:24]2[C:25]3[CH:26]=[C:27]([Cl:28])[C:18]([Cl:17])=[CH:19][C:20]=3[O:44][CH2:22][C:23]2=[O:33])[CH2:9][N:10]2[CH2:14][CH2:13][CH2:12][CH2:11]2)=[CH:4][CH:3]=1. The yield is 0.250. (5) The reactants are [F:1][C:2]1[CH:7]=[C:6]([F:8])[CH:5]=[CH:4][C:3]=1[C:9]([OH:32])([CH2:26][N:27]1[CH:31]=[N:30][CH:29]=[N:28]1)[CH2:10][N:11]1[CH:15]=[C:14]([CH2:16][O:17][C:18]2[CH:25]=[CH:24][C:21]([CH:22]=O)=[CH:20][CH:19]=2)[N:13]=[N:12]1.[CH2:33]([N:36]1[CH2:41][CH2:40][N:39]([C:42]2[CH:47]=[CH:46][C:45]([C:48](=[O:50])[CH3:49])=[CH:44][CH:43]=2)[CH2:38][CH2:37]1)[CH2:34][CH3:35].[OH-].[Na+]. The catalyst is CO. The product is [F:1][C:2]1[CH:7]=[C:6]([F:8])[CH:5]=[CH:4][C:3]=1[C:9]([OH:32])([CH2:26][N:27]1[CH:31]=[N:30][CH:29]=[N:28]1)[CH2:10][N:11]1[CH:15]=[C:14]([CH2:16][O:17][C:18]2[CH:19]=[CH:20][C:21](/[CH:22]=[CH:49]/[C:48]([C:45]3[CH:46]=[CH:47][C:42]([N:39]4[CH2:40][CH2:41][N:36]([CH2:33][CH2:34][CH3:35])[CH2:37][CH2:38]4)=[CH:43][CH:44]=3)=[O:50])=[CH:24][CH:25]=2)[N:13]=[N:12]1. The yield is 0.637. (6) The reactants are [Br:1][C:2]1[CH:3]=[C:4]([CH:7]=[CH:8][C:9]=1[Cl:10])[CH:5]=O.[CH2:11]([O:13][CH:14]([O:17][CH2:18][CH3:19])[CH2:15][NH2:16])[CH3:12].CC(O)=O.[BH3-]C#N.[Na+]. The catalyst is C(Cl)Cl.O. The product is [Br:1][C:2]1[CH:3]=[C:4]([CH:7]=[CH:8][C:9]=1[Cl:10])[CH2:5][NH:16][CH2:15][CH:14]([O:17][CH2:18][CH3:19])[O:13][CH2:11][CH3:12]. The yield is 0.720.